This data is from Experimentally validated miRNA-target interactions with 360,000+ pairs, plus equal number of negative samples. The task is: Binary Classification. Given a miRNA mature sequence and a target amino acid sequence, predict their likelihood of interaction. (1) The miRNA is hsa-miR-324-5p with sequence CGCAUCCCCUAGGGCAUUGGUG. The protein sequence of the target gene is MMDSPKIGNGLPVIGPGTDIGISSLHMVGYLGKNFDSAKVPSDEYCPACREKGKLKALKTYRISFQESIFLCEDLQCIYPLGSKSLNNLISPDLEECHTPHKPQKRKSLESSYKDSLLLANSKKTRNYIAIDGGKVLNSKHNGEVYDETSSNLPDSSGQQNPIRTADSLERNEILEADTVDMATTKDPATVDVSGTGRPSPQNEGCTSKLEMPLESKCTSFPQALCVQWKNAYALCWLDCILSALVHSEELKNTVTGLCSKEESIFWRLLTKYNQANTLLYTSQLSGVKDGDCKKLTSEI.... Result: 1 (interaction). (2) The miRNA is hsa-miR-520h with sequence ACAAAGUGCUUCCCUUUAGAGU. The protein sequence of the target gene is MSGSVLFTAGERWRCFLTPSRSSLYWALHNFCCRKKSTTPKKITPNVTFCDENAKEPENALDKLFSSEQQASILHVLNTASTKELEAFRLLRGRRSINIVEHRENFGPFQNLESLMNVPLFKYKSTVQVCNSILCPKTGREKRKSPENRFLRKLLKPDIERERLKAVNSIISIVFGTRRIAWAHLDRKLTVLDWQQSDRWSLMRGIYSSSVYLEEISSIISKMPKADFYVLEKTGLSIQNSSLFPILLHFHIMEAMLYALLNKTFAQDGQHQVLSMNRNAVGKHFELMIGDSRTSGKELV.... Result: 0 (no interaction). (3) The miRNA is rno-miR-206-3p with sequence UGGAAUGUAAGGAAGUGUGUGG. The protein sequence of the target gene is MAQVAVSTLPVEEESSSETRMVVTFLVSALESMCKELAKSKAEVACIAVYETDVFVVGTERGCAFVNARTDFQKDFAKYCVAEGLCEVKPPCPVNGMQVHSGETEILRKAVEDYFCFCYGKALGTTVMVPVPYEKMLRDQSAVVVQGLPEGVAFQHPENYDLATLKWILENKAGISFIINRPFLGPESQLGGPGMVTDAERSIVSPSESCGPINVKTEPMEDSGISLKAEAVSVKKESEDPNYYQYNMQGSHPSSTSNEVIEMELPMEDSTPLVPSEEPNEDPEAEVKIEGNTNSSSVTN.... Result: 0 (no interaction). (4) The miRNA is hsa-miR-4764-5p with sequence UGGAUGUGGAAGGAGUUAUCU. The protein sequence of the target gene is MPLPFGLKLKRTRRYTVSSKSCLVARIQLLNNEFVEFTLSVESTGQESLEAVAQRLELREVTYFSLWYYNKQNQRRWVDLEKPLKKQLDKYALEPTVYFGVVFYVPSVSQLQQEITRYQYYLQLKKDILEGSIPCTLEQAIQLAGLAVQADFGDFDQYESQDFLQKFALFPVGWLQDEKVLEEATQKVALLHQKYRGLTAPDAEMLYMQEVERMDGYGEESYPAKDSQGSDISIGACLEGIFVKHKNGRHPVVFRWHDIANMSHNKSFFALELANKEETIQFQTEDMETAKYIWRLCVAR.... Result: 0 (no interaction).